Dataset: Reaction yield outcomes from USPTO patents with 853,638 reactions. Task: Predict the reaction yield, written as a fraction of the theoretical maximum amount of product (1.0 means a 100% yield; for example, 0.34 means a 34% yield). (1) The reactants are ClC(Cl)(Cl)CO[C:5]([NH:7][C:8]1[O:12][C:11]([C:13]([O:15][CH3:16])=[O:14])=[CH:10][CH:9]=1)=[O:6].[C:19]1([C:25]2[N:29]=[C:28]([N:30]3[CH2:35][CH2:34][NH:33][CH2:32][CH2:31]3)[S:27][N:26]=2)[CH:24]=[CH:23][CH:22]=[CH:21][CH:20]=1.C(N(C(C)C)CC)(C)C.O. The catalyst is CS(C)=O. The product is [C:19]1([C:25]2[N:29]=[C:28]([N:30]3[CH2:35][CH2:34][N:33]([C:5]([NH:7][C:8]4[O:12][C:11]([C:13]([O:15][CH3:16])=[O:14])=[CH:10][CH:9]=4)=[O:6])[CH2:32][CH2:31]3)[S:27][N:26]=2)[CH:20]=[CH:21][CH:22]=[CH:23][CH:24]=1. The yield is 0.171. (2) The reactants are [F:1][C:2]([F:7])([F:6])[C:3]([OH:5])=[O:4].FC(F)(F)C(O)=O.[Cl:15][C:16]1[CH:17]=[N:18][C:19]2[NH:20][C:21]3[CH:22]=[CH:23][CH:24]=[C:25]([CH:38]=3)[CH2:26][CH2:27][C:28]3[CH:36]=[C:32]([NH:33][C:34]=1[N:35]=2)[CH:31]=[C:30]([NH2:37])[CH:29]=3.[CH3:39][C:40]1[N:41]=[CH:42][O:43][C:44]=1[C:45](Cl)=[O:46]. No catalyst specified. The product is [F:1][C:2]([F:7])([F:6])[C:3]([OH:5])=[O:4].[Cl:15][C:16]1[CH:17]=[N:18][C:19]2[NH:20][C:21]3[CH:22]=[CH:23][CH:24]=[C:25]([CH:38]=3)[CH2:26][CH2:27][C:28]3[CH:36]=[C:32]([NH:33][C:34]=1[N:35]=2)[CH:31]=[C:30]([NH:37][C:45]([C:44]1[O:43][CH:42]=[N:41][C:40]=1[CH3:39])=[O:46])[CH:29]=3. The yield is 0.550. (3) The reactants are [CH3:1][O:2][C:3]1[CH:10]=[CH:9][C:6]([CH:7]=O)=[C:5]([CH3:11])[CH:4]=1.[C:12]([CH2:14][C:15]([OH:17])=[O:16])#[N:13].C([O-])(=O)C.[NH4+].N1C=CC=CC=1. The catalyst is O.C1(C)C=CC=CC=1. The product is [C:12]([C:14](=[CH:7][C:6]1[CH:9]=[CH:10][C:3]([O:2][CH3:1])=[CH:4][C:5]=1[CH3:11])[C:15]([OH:17])=[O:16])#[N:13]. The yield is 0.990. (4) The reactants are [CH3:1][O:2][C:3]1[CH:4]=[CH:5][C:6]2[S:12][CH2:11][CH2:10][NH:9][CH2:8][C:7]=2[N:13]=1.[CH:14]([C:16]1[CH:17]=[CH:18][C:19]([C:22]([O:24][CH3:25])=[O:23])=[N:20][CH:21]=1)=O.C(O[BH-](OC(=O)C)OC(=O)C)(=O)C.[Na+]. The catalyst is ClCCCl. The product is [CH3:1][O:2][C:3]1[CH:4]=[CH:5][C:6]2[S:12][CH2:11][CH2:10][N:9]([CH2:14][C:16]3[CH:17]=[CH:18][C:19]([C:22]([O:24][CH3:25])=[O:23])=[N:20][CH:21]=3)[CH2:8][C:7]=2[N:13]=1. The yield is 0.340. (5) The reactants are [CH3:1][CH:2]1[CH2:6][CH2:5][CH2:4][NH:3]1.[CH2:7](N(CC)CC)C.Br[CH2:15][C:16]([O:18][CH3:19])=[O:17]. The catalyst is C1COCC1. The product is [CH2:19]([O:18][C:16](=[O:17])[CH2:15][N:3]1[CH2:4][CH2:5][CH2:6][CH:2]1[CH3:1])[CH3:7]. The yield is 0.470. (6) The yield is 0.950. The product is [CH2:20]([O:19][C:17]([N:2]1[CH2:7][CH2:6][CH2:5][CH:4]([OH:8])[CH2:3]1)=[O:18])[C:21]1[CH:26]=[CH:25][CH:24]=[CH:23][CH:22]=1. The catalyst is ClCCl. The reactants are Cl.[NH:2]1[CH2:7][CH2:6][CH2:5][CH:4]([OH:8])[CH2:3]1.C(N(CC)CC)C.Cl[C:17]([O:19][CH2:20][C:21]1[CH:26]=[CH:25][CH:24]=[CH:23][CH:22]=1)=[O:18]. (7) The reactants are [CH3:1][O:2][C:3]1[N:8]=[C:7](B2OC(C)(C)C(C)(C)O2)[CH:6]=[CH:5][CH:4]=1.Br[C:19]1[CH:20]=[C:21]([S:25]([NH:28][C:29]2[CH:34]=[CH:33][CH:32]=[CH:31][C:30]=2[S:35]([NH2:38])(=[O:37])=[O:36])(=[O:27])=[O:26])[CH:22]=[CH:23][CH:24]=1.C([O-])([O-])=O.[Na+].[Na+].O. The catalyst is C1COCC1.[Cl-].[Na+].O.C(Cl)Cl.[Pd](Cl)Cl.C1(P(C2C=CC=CC=2)[C-]2C=CC=C2)C=CC=CC=1.[C-]1(P(C2C=CC=CC=2)C2C=CC=CC=2)C=CC=C1.[Fe+2].C(Cl)Cl. The product is [CH3:1][O:2][C:3]1[N:8]=[C:7]([C:19]2[CH:20]=[C:21]([S:25]([NH:28][C:29]3[CH:34]=[CH:33][CH:32]=[CH:31][C:30]=3[S:35](=[O:36])(=[O:37])[NH2:38])(=[O:26])=[O:27])[CH:22]=[CH:23][CH:24]=2)[CH:6]=[CH:5][CH:4]=1. The yield is 0.190.